Task: Predict the product of the given reaction.. Dataset: Forward reaction prediction with 1.9M reactions from USPTO patents (1976-2016) (1) Given the reactants [OH:1][CH2:2][CH2:3][C:4]1[CH:5]=[C:6]([CH2:10][CH:11]([O:17][CH:18]([CH3:20])[CH3:19])[C:12]([O:14]CC)=[O:13])[CH:7]=[CH:8][CH:9]=1.[C:21]1([N:27]=[C:28]=[O:29])[CH:26]=[CH:25][CH:24]=[CH:23][CH:22]=1, predict the reaction product. The product is: [NH:27]([C:28]([O:1][CH2:2][CH2:3][C:4]1[CH:5]=[C:6]([CH2:10][CH:11]([O:17][CH:18]([CH3:19])[CH3:20])[C:12]([OH:14])=[O:13])[CH:7]=[CH:8][CH:9]=1)=[O:29])[C:21]1[CH:26]=[CH:25][CH:24]=[CH:23][CH:22]=1. (2) Given the reactants [Br:1][C:2]1[CH:11]=[CH:10][CH:9]=[CH:8][C:3]=1[C:4](OC)=[O:5].[NH2:12][NH2:13], predict the reaction product. The product is: [Br:1][C:2]1[CH:11]=[CH:10][CH:9]=[CH:8][C:3]=1[C:4]([NH:12][NH2:13])=[O:5]. (3) Given the reactants Cl[C:2]1[C:3]([N:8]2[CH2:13][CH2:12][N:11]([CH2:14][C:15]3[CH:16]=[N:17][N:18]([CH3:21])[C:19]=3[CH3:20])[CH2:10][CH2:9]2)=[N:4][CH:5]=[CH:6][N:7]=1.[OH:22][C:23]1[CH:28]=[CH:27][C:26](B(O)O)=[CH:25][CH:24]=1.C(=O)([O-])[O-].[K+].[K+].O, predict the reaction product. The product is: [CH3:21][N:18]1[C:19]([CH3:20])=[C:15]([CH2:14][N:11]2[CH2:12][CH2:13][N:8]([C:3]3[C:2]([C:26]4[CH:27]=[CH:28][C:23]([OH:22])=[CH:24][CH:25]=4)=[N:7][CH:6]=[CH:5][N:4]=3)[CH2:9][CH2:10]2)[CH:16]=[N:17]1. (4) Given the reactants [CH:1]1([C:4]([NH:6][C:7]2[S:8][C:9]3[C:14]([N:15]=2)=[CH:13][CH:12]=[C:11]([C:16]2[CH:17]=[C:18]([CH:24]=[CH:25][CH:26]=2)[C:19]([O:21]CC)=[O:20])[N:10]=3)=[O:5])[CH2:3][CH2:2]1.O.[OH-].[Li+].Cl, predict the reaction product. The product is: [CH:1]1([C:4]([NH:6][C:7]2[S:8][C:9]3[C:14]([N:15]=2)=[CH:13][CH:12]=[C:11]([C:16]2[CH:17]=[C:18]([CH:24]=[CH:25][CH:26]=2)[C:19]([OH:21])=[O:20])[N:10]=3)=[O:5])[CH2:3][CH2:2]1.